From a dataset of Reaction yield outcomes from USPTO patents with 853,638 reactions. Predict the reaction yield, written as a fraction of the theoretical maximum amount of product (1.0 means a 100% yield; for example, 0.34 means a 34% yield). (1) The yield is 0.510. The catalyst is C1C=CC([P]([Pd]([P](C2C=CC=CC=2)(C2C=CC=CC=2)C2C=CC=CC=2)([P](C2C=CC=CC=2)(C2C=CC=CC=2)C2C=CC=CC=2)[P](C2C=CC=CC=2)(C2C=CC=CC=2)C2C=CC=CC=2)(C2C=CC=CC=2)C2C=CC=CC=2)=CC=1.CO.CN(C=O)C. The product is [CH2:24]([N:12]1[C:13]2[N:14]=[C:15]([Cl:23])[NH:16][C:17]=2[C:18](=[O:19])[N:10]([CH2:9][CH2:8][CH2:7][CH2:6][N:44]2[C:45](=[O:46])[N:41]([C:35]3[CH:40]=[CH:39][CH:38]=[CH:37][CH:36]=3)[N:42]=[N:43]2)[C:11]1=[O:28])[CH2:25][CH2:26][CH3:27]. The reactants are CS(O[CH2:6][CH2:7][CH2:8][CH2:9][N:10]1[C:18](=[O:19])[C:17]2[N:16](CC=C)[C:15]([Cl:23])=[N:14][C:13]=2[N:12]([CH2:24][CH2:25][CH2:26][CH3:27])[C:11]1=[O:28])(=O)=O.C([O-])([O-])=O.[Cs+].[Cs+].[C:35]1([N:41]2[C:45](=[O:46])[N:44]=[N:43][NH:42]2)[CH:40]=[CH:39][CH:38]=[CH:37][CH:36]=1.N1CCOCC1. (2) The reactants are [Br:1][C:2]1[CH:3]=[CH:4][C:5]([NH:19][C@@H:20]([CH3:23])[CH2:21]O)=[C:6]([NH:8][S:9]([C:12]2[CH:17]=[CH:16][C:15]([CH3:18])=[CH:14][CH:13]=2)(=[O:11])=[O:10])[CH:7]=1.C1(P(C2C=CC=CC=2)C2C=CC=CC=2)C=CC=CC=1.N(C(OC(C)C)=O)=NC(OC(C)C)=O. The catalyst is C1COCC1. The product is [Br:1][C:2]1[CH:7]=[C:6]2[C:5]([NH:19][C@@H:20]([CH3:23])[CH2:21][N:8]2[S:9]([C:12]2[CH:17]=[CH:16][C:15]([CH3:18])=[CH:14][CH:13]=2)(=[O:11])=[O:10])=[CH:4][CH:3]=1. The yield is 0.840.